Task: Predict the reactants needed to synthesize the given product.. Dataset: Full USPTO retrosynthesis dataset with 1.9M reactions from patents (1976-2016) (1) Given the product [N+:1]([C:4]1[CH:5]=[CH:6][C:7]2[N:8]([CH2:17][CH3:18])[C:9]3[C:14]([C:15]=2[CH:16]=1)=[CH:13][C:12]([C:19](=[O:26])[C:20]1[CH:25]=[CH:24][CH:23]=[CH:22][CH:21]=1)=[CH:11][CH:10]=3)([O-:3])=[O:2], predict the reactants needed to synthesize it. The reactants are: [N+:1]([C:4]1[CH:5]=[CH:6][C:7]2[N:8]([CH2:17][CH3:18])[C:9]3[C:14]([C:15]=2[CH:16]=1)=[CH:13][CH:12]=[CH:11][CH:10]=3)([O-:3])=[O:2].[C:19](Cl)(=[O:26])[C:20]1[CH:25]=[CH:24][CH:23]=[CH:22][CH:21]=1. (2) Given the product [NH2:1][C:2]1[CH:3]=[CH:4][C:5]([C:8]2([C:14]#[N:15])[CH2:13][CH2:12][CH2:11][CH2:10][CH2:9]2)=[CH:6][C:7]=1[Br:23], predict the reactants needed to synthesize it. The reactants are: [NH2:1][C:2]1[CH:7]=[CH:6][C:5]([C:8]2([C:14]#[N:15])[CH2:13][CH2:12][CH2:11][CH2:10][CH2:9]2)=[CH:4][CH:3]=1.C1C(=O)N([Br:23])C(=O)C1. (3) Given the product [CH3:20][O:19][C@H:17]1[CH2:16][NH:15][CH2:14][C@@H:13]([CH2:12][N:3]2[C:4](=[O:11])[C:5]3[C:10](=[CH:9][CH:8]=[CH:7][CH:6]=3)[C:2]2=[O:1])[CH2:18]1, predict the reactants needed to synthesize it. The reactants are: [O:1]=[C:2]1[C:10]2[C:5](=[CH:6][CH:7]=[CH:8][CH:9]=2)[C:4](=[O:11])[N:3]1[CH2:12][C@H:13]1[CH2:18][C@@H:17]([O:19][CH3:20])[CH2:16][N:15](C(OCC2C=CC=CC=2)=O)[CH2:14]1.[H][H].N#N. (4) Given the product [NH2:1][C:2]1[CH:3]=[C:4]([CH:7]=[C:8]([NH:11][CH2:22][CH2:23][O:24][CH2:25][CH2:26][O:27][CH3:28])[C:9]=1[Cl:10])[C:5]#[N:6], predict the reactants needed to synthesize it. The reactants are: [NH2:1][C:2]1[CH:3]=[C:4]([CH:7]=[C:8]([NH2:11])[C:9]=1[Cl:10])[C:5]#[N:6].CCN(C(C)C)C(C)C.Br[CH2:22][CH2:23][O:24][CH2:25][CH2:26][O:27][CH3:28].